From a dataset of Catalyst prediction with 721,799 reactions and 888 catalyst types from USPTO. Predict which catalyst facilitates the given reaction. (1) Reactant: [C:1]1([C:7](=O)[CH2:8][C:9]2[CH:14]=[CH:13][CH:12]=[CH:11][CH:10]=2)[CH:6]=[CH:5][CH:4]=[CH:3][CH:2]=1.[CH:16]([C:18]1[CH:26]=[CH:25][C:21]([C:22]([OH:24])=[O:23])=[CH:20][CH:19]=1)=O.[NH2:27][C:28]([NH2:30])=[O:29].Cl. Product: [O:29]=[C:28]1[NH:30][CH:16]([C:18]2[CH:26]=[CH:25][C:21]([C:22]([OH:24])=[O:23])=[CH:20][CH:19]=2)[C:8]([C:9]2[CH:14]=[CH:13][CH:12]=[CH:11][CH:10]=2)=[C:7]([C:1]2[CH:6]=[CH:5][CH:4]=[CH:3][CH:2]=2)[NH:27]1. The catalyst class is: 14. (2) Reactant: [C:1]([C:3]1[C:4]([CH3:28])=[C:5]([CH:10]([OH:27])[CH2:11][N:12]2[CH2:17][CH2:16][N:15]([C:18]([O:20]C(C)(C)C)=[O:19])[CH2:14][C@H:13]2[CH2:25][OH:26])[CH:6]=[CH:7][C:8]=1[F:9])#[N:2].FC(F)(F)C(O)=O.C(N(CC)CC)C.ClC(O[CH2:47][C:48]1[CH:53]=[CH:52][CH:51]=[CH:50][CH:49]=1)=O. Product: [C:1]([C:3]1[C:4]([CH3:28])=[C:5]([CH:10]([OH:27])[CH2:11][N:12]2[CH2:17][CH2:16][N:15]([C:18]([O:20][CH2:47][C:48]3[CH:53]=[CH:52][CH:51]=[CH:50][CH:49]=3)=[O:19])[CH2:14][C@H:13]2[CH2:25][OH:26])[CH:6]=[CH:7][C:8]=1[F:9])#[N:2]. The catalyst class is: 2.